Dataset: Full USPTO retrosynthesis dataset with 1.9M reactions from patents (1976-2016). Task: Predict the reactants needed to synthesize the given product. (1) The reactants are: S(Cl)(Cl)=O.[OH:5][C:6]1[CH:7]=[C:8]2[C:13](=[CH:14][CH:15]=1)[CH:12]=[C:11]([C:16]1[CH:21]=[CH:20][N:19]=[C:18]([C:22]([OH:24])=[O:23])[CH:17]=1)[CH:10]=[CH:9]2.[CH3:25]O. Given the product [OH:5][C:6]1[CH:7]=[C:8]2[C:13](=[CH:14][CH:15]=1)[CH:12]=[C:11]([C:16]1[CH:21]=[CH:20][N:19]=[C:18]([C:22]([O:24][CH3:25])=[O:23])[CH:17]=1)[CH:10]=[CH:9]2, predict the reactants needed to synthesize it. (2) Given the product [F:30][CH2:31][C:32]([NH:21][C@@H:19]([CH3:20])[C@H:18]([O:17][C:13]1[CH:12]=[C:11]2[C:16](=[CH:15][CH:14]=1)[N:8]([C:5]1[CH:4]=[CH:3][C:2]([F:1])=[CH:7][CH:6]=1)[N:9]=[CH:10]2)[C:22]1[CH:27]=[CH:26][CH:25]=[C:24]([O:28][CH3:29])[CH:23]=1)=[O:33], predict the reactants needed to synthesize it. The reactants are: [F:1][C:2]1[CH:7]=[CH:6][C:5]([N:8]2[C:16]3[C:11](=[CH:12][C:13]([O:17][C@H:18]([C:22]4[CH:27]=[CH:26][CH:25]=[C:24]([O:28][CH3:29])[CH:23]=4)[C@@H:19]([NH2:21])[CH3:20])=[CH:14][CH:15]=3)[CH:10]=[N:9]2)=[CH:4][CH:3]=1.[F:30][CH2:31][C:32](Cl)=[O:33]. (3) Given the product [O:19]=[C:20]1[NH:25][C:24]2[CH:26]=[C:27]([C:30]([N:36]3[C:37]4[CH:42]=[CH:41][CH:40]=[CH:39][C:38]=4[O:33][CH2:34][CH:35]3[CH2:43][C:44]([O:46][CH3:47])=[O:45])=[O:32])[CH:28]=[CH:29][C:23]=2[O:22][CH2:21]1, predict the reactants needed to synthesize it. The reactants are: C(P1(=O)OP(CCC)(=O)OP(CCC)(=O)O1)CC.[O:19]=[C:20]1[NH:25][C:24]2[CH:26]=[C:27]([C:30]([OH:32])=O)[CH:28]=[CH:29][C:23]=2[O:22][CH2:21]1.[O:33]1[C:38]2[CH:39]=[CH:40][CH:41]=[CH:42][C:37]=2[NH:36][CH:35]([CH2:43][C:44]([O:46][CH3:47])=[O:45])[CH2:34]1. (4) The reactants are: [CH3:1][S:2]([C:5]1[C:6]([NH2:11])=[N:7][CH:8]=[CH:9][CH:10]=1)(=[O:4])=[O:3].[Br:12]N1C(=O)CCC1=O. Given the product [Br:12][C:9]1[CH:10]=[C:5]([S:2]([CH3:1])(=[O:4])=[O:3])[C:6]([NH2:11])=[N:7][CH:8]=1, predict the reactants needed to synthesize it. (5) Given the product [CH3:21][P:19]([C:16]1[CH:17]=[CH:18][C:13]([NH:12][C:4]2[N:3]=[C:2]([NH:30][N:31]3[CH2:36][CH2:35][N:34]([CH3:37])[CH2:33][CH2:32]3)[C:7]([C:8]([F:11])([F:10])[F:9])=[CH:6][N:5]=2)=[CH:14][CH:15]=1)([CH3:22])=[O:20], predict the reactants needed to synthesize it. The reactants are: Cl[C:2]1[C:7]([C:8]([F:11])([F:10])[F:9])=[CH:6][N:5]=[C:4]([NH:12][C:13]2[CH:18]=[CH:17][C:16]([P:19]([CH3:22])([CH3:21])=[O:20])=[CH:15][CH:14]=2)[N:3]=1.C(N(CC)CC)C.[NH2:30][N:31]1[CH2:36][CH2:35][N:34]([CH3:37])[CH2:33][CH2:32]1. (6) Given the product [CH3:17][O:18][C:19]1[CH:28]=[CH:27][C:26]([N:29]2[CH2:30][CH2:31][N:32]([CH3:35])[CH2:33][CH2:34]2)=[C:25]2[C:20]=1[CH2:21][CH2:22][N:23]([C:12]([C:11]1[CH:10]=[CH:9][C:8]([O:1][C:2]3[CH:3]=[CH:4][CH:5]=[CH:6][CH:7]=3)=[CH:16][CH:15]=1)=[O:14])[CH2:24]2, predict the reactants needed to synthesize it. The reactants are: [O:1]([C:8]1[CH:16]=[CH:15][C:11]([C:12]([OH:14])=O)=[CH:10][CH:9]=1)[C:2]1[CH:7]=[CH:6][CH:5]=[CH:4][CH:3]=1.[CH3:17][O:18][C:19]1[CH:28]=[CH:27][C:26]([N:29]2[CH2:34][CH2:33][N:32]([CH3:35])[CH2:31][CH2:30]2)=[C:25]2[C:20]=1[CH2:21][CH2:22][NH:23][CH2:24]2.C(N(CC)CC)C.CN(C(ON1N=NC2C=CC=NC1=2)=[N+](C)C)C.F[P-](F)(F)(F)(F)F.C(=O)([O-])[O-].[K+].[K+]. (7) Given the product [CH2:1]([O:3][C:4](=[O:41])[CH2:5][CH2:6][CH2:7][O:8][C:9]1[CH:14]=[CH:13][CH:12]=[C:11]([CH2:15][CH2:16][CH2:17][CH2:18][CH2:19][CH2:20][O:21][C:22]2[CH:27]=[C:26]([C:28]3[CH:32]=[CH:31][S:30][CH:29]=3)[CH:25]=[C:24]([C:49]3[CH:48]=[CH:47][C:46]4[O:42][CH2:43][O:44][C:45]=4[CH:50]=3)[CH:23]=2)[C:10]=1[CH2:34][CH2:35][C:36]([O:38][CH2:39][CH3:40])=[O:37])[CH3:2], predict the reactants needed to synthesize it. The reactants are: [CH2:1]([O:3][C:4](=[O:41])[CH2:5][CH2:6][CH2:7][O:8][C:9]1[CH:14]=[CH:13][CH:12]=[C:11]([CH2:15][CH2:16][CH2:17][CH2:18][CH2:19][CH2:20][O:21][C:22]2[CH:27]=[C:26]([C:28]3[CH:32]=[CH:31][S:30][CH:29]=3)[CH:25]=[C:24](I)[CH:23]=2)[C:10]=1[CH2:34][CH2:35][C:36]([O:38][CH2:39][CH3:40])=[O:37])[CH3:2].[O:42]1[C:46]2[CH:47]=[CH:48][C:49](B(O)O)=[CH:50][C:45]=2[O:44][CH2:43]1.C(=O)([O-])[O-].[Na+].[Na+].